From a dataset of CYP2C9 inhibition data for predicting drug metabolism from PubChem BioAssay. Regression/Classification. Given a drug SMILES string, predict its absorption, distribution, metabolism, or excretion properties. Task type varies by dataset: regression for continuous measurements (e.g., permeability, clearance, half-life) or binary classification for categorical outcomes (e.g., BBB penetration, CYP inhibition). Dataset: cyp2c9_veith. The result is 0 (non-inhibitor). The compound is N#Cc1cccc(-c2cc(NCc3ccccc3)ncn2)c1.